Dataset: Peptide-MHC class II binding affinity with 134,281 pairs from IEDB. Task: Regression. Given a peptide amino acid sequence and an MHC pseudo amino acid sequence, predict their binding affinity value. This is MHC class II binding data. (1) The peptide sequence is LPPWFPPMVEGAAAEGDDG. The MHC is DRB4_0101 with pseudo-sequence DRB4_0103. The binding affinity (normalized) is 0. (2) The peptide sequence is DHTNFKYNYSVIEGG. The MHC is HLA-DPA10301-DPB10402 with pseudo-sequence HLA-DPA10301-DPB10402. The binding affinity (normalized) is 0.442. (3) The MHC is DRB1_0701 with pseudo-sequence DRB1_0701. The peptide sequence is LKSDLLRAGITLVPV. The binding affinity (normalized) is 0.639.